Dataset: Reaction yield outcomes from USPTO patents with 853,638 reactions. Task: Predict the reaction yield, written as a fraction of the theoretical maximum amount of product (1.0 means a 100% yield; for example, 0.34 means a 34% yield). (1) The reactants are Cl[C:2]([O:4][C:5]1[CH:10]=[CH:9][C:8]([F:11])=[CH:7][CH:6]=1)=[O:3].[CH3:12][N:13]1[CH2:18][CH2:17][N:16]([CH2:19][CH2:20][CH2:21][S:22]([C:25]2[CH:34]=[CH:33][C:28]3[N:29]=[C:30]([NH2:32])[S:31][C:27]=3[CH:26]=2)(=[O:24])=[O:23])[CH2:15][CH2:14]1.CCN(C(C)C)C(C)C. The catalyst is C(Cl)Cl. The product is [CH3:12][N:13]1[CH2:18][CH2:17][N:16]([CH2:19][CH2:20][CH2:21][S:22]([C:25]2[CH:34]=[CH:33][C:28]3[N:29]=[C:30]([NH:32][C:2](=[O:3])[O:4][C:5]4[CH:10]=[CH:9][C:8]([F:11])=[CH:7][CH:6]=4)[S:31][C:27]=3[CH:26]=2)(=[O:23])=[O:24])[CH2:15][CH2:14]1. The yield is 0.200. (2) The reactants are [CH2:1](Cl)[C:2](=[CH2:4])[CH3:3].[CH2:6]([NH:13][CH2:14][CH2:15][OH:16])[C:7]1[CH:12]=[CH:11][CH:10]=[CH:9][CH:8]=1.C(=O)([O-])[O-].[K+].[K+]. The catalyst is O. The product is [CH2:6]([N:13]([CH2:3][C:2]([CH3:4])=[CH2:1])[CH2:14][CH2:15][OH:16])[C:7]1[CH:12]=[CH:11][CH:10]=[CH:9][CH:8]=1. The yield is 0.960. (3) The yield is 1.00. The reactants are [Cl:1][C:2]1[N:3]([CH2:10][C@:11]2([CH3:14])[CH2:13][O:12]2)[CH:4]=[C:5]([N+:7]([O-:9])=[O:8])[N:6]=1.[F:15][C:16]([F:31])([F:30])[O:17][C:18]1[CH:23]=[CH:22][C:21]([N:24]2[CH2:29][CH2:28][NH:27][CH2:26][CH2:25]2)=[CH:20][CH:19]=1.O. The catalyst is CN(C)C=O. The product is [Cl:1][C:2]1[N:3]([CH2:10][C@@:11]([CH3:14])([OH:12])[CH2:13][N:27]2[CH2:26][CH2:25][N:24]([C:21]3[CH:22]=[CH:23][C:18]([O:17][C:16]([F:30])([F:31])[F:15])=[CH:19][CH:20]=3)[CH2:29][CH2:28]2)[CH:4]=[C:5]([N+:7]([O-:9])=[O:8])[N:6]=1. (4) The reactants are C([C@@H]1COC(=O)N1[C:14](=[O:40])[C@H:15]([CH3:39])[C@H:16]([C@H:25]1[CH2:29][O:28][C:27]([CH3:31])([CH3:30])[N:26]1[C:32]([O:34][C:35]([CH3:38])([CH3:37])[CH3:36])=[O:33])[O:17][Si:18]([C:21]([CH3:24])([CH3:23])[CH3:22])([CH3:20])[CH3:19])C1C=CC=CC=1.C(O)C.[Li+].[BH4-]. The catalyst is C1COCC1.C(OCC)C.[OH-].[Na+]. The product is [Si:18]([O:17][C@@H:16]([C@H:25]1[CH2:29][O:28][C:27]([CH3:31])([CH3:30])[N:26]1[C:32]([O:34][C:35]([CH3:36])([CH3:38])[CH3:37])=[O:33])[C@@H:15]([CH3:39])[CH2:14][OH:40])([C:21]([CH3:22])([CH3:23])[CH3:24])([CH3:20])[CH3:19]. The yield is 0.710.